This data is from Reaction yield outcomes from USPTO patents with 853,638 reactions. The task is: Predict the reaction yield, written as a fraction of the theoretical maximum amount of product (1.0 means a 100% yield; for example, 0.34 means a 34% yield). (1) The reactants are [NH2:1][C:2]1[C:3]([C:8]([O:10][CH3:11])=[O:9])=[N:4][CH:5]=[CH:6][N:7]=1.[Br:12]N1C(=O)CCC1=O. The catalyst is CC#N. The product is [NH2:1][C:2]1[C:3]([C:8]([O:10][CH3:11])=[O:9])=[N:4][C:5]([Br:12])=[CH:6][N:7]=1. The yield is 0.920. (2) The reactants are [Cl:1][C:2]1[CH:20]=[CH:19][C:5]([C:6]([NH:8][C:9]2[CH:14]=[C:13]([N+:15]([O-])=O)[CH:12]=[CH:11][C:10]=2[Cl:18])=[O:7])=[CH:4][CH:3]=1.O.O.[Sn](Cl)Cl.C(Cl)Cl. The catalyst is C(O)C. The product is [NH2:15][C:13]1[CH:12]=[CH:11][C:10]([Cl:18])=[C:9]([NH:8][C:6](=[O:7])[C:5]2[CH:19]=[CH:20][C:2]([Cl:1])=[CH:3][CH:4]=2)[CH:14]=1. The yield is 0.830. (3) The catalyst is C(Cl)Cl. The reactants are [F:1][C:2]([F:27])([F:26])[C:3]1[CH:4]=[C:5]([NH:13][C:14](=[O:25])[C:15]2[CH:20]=[C:19]([Cl:21])[CH:18]=[C:17]([CH3:22])[C:16]=2[O:23]C)[CH:6]=[C:7]([C:9]([F:12])([F:11])[F:10])[CH:8]=1.B(Br)(Br)Br.[OH-].[Na+]. The product is [F:12][C:9]([F:10])([F:11])[C:7]1[CH:6]=[C:5]([NH:13][C:14](=[O:25])[C:15]2[CH:20]=[C:19]([Cl:21])[CH:18]=[C:17]([CH3:22])[C:16]=2[OH:23])[CH:4]=[C:3]([C:2]([F:1])([F:26])[F:27])[CH:8]=1. The yield is 0.960. (4) The reactants are [CH3:1]N(C)C=O.[H-].[Na+].[Cl:8][C:9]1[CH:14]=[C:13]([O:15][C:16]2[C:25]3[C:20](=[CH:21][C:22]([O:28][CH3:29])=[C:23]([O:26][CH3:27])[CH:24]=3)[N:19]=[CH:18][N:17]=2)[CH:12]=[CH:11][C:10]=1[NH:30][C:31](=[O:40])[O:32][CH:33]([CH2:37][CH2:38][CH3:39])[CH2:34][CH2:35][CH3:36].CI. The catalyst is O. The product is [Cl:8][C:9]1[CH:14]=[C:13]([O:15][C:16]2[C:25]3[C:20](=[CH:21][C:22]([O:28][CH3:29])=[C:23]([O:26][CH3:27])[CH:24]=3)[N:19]=[CH:18][N:17]=2)[CH:12]=[CH:11][C:10]=1[N:30]([CH3:1])[C:31](=[O:40])[O:32][CH:33]([CH2:37][CH2:38][CH3:39])[CH2:34][CH2:35][CH3:36]. The yield is 0.680. (5) The reactants are [F:1][C:2]1[C:11]2[CH:12]([CH2:14][NH:15][CH2:16][CH2:17][C@@H:18]3[O:22][C:21](=[O:23])[N:20]([C:24]4[CH:25]=[CH:26][C:27]5[S:32][CH2:31][C:30](=[O:33])[NH:29][C:28]=5[CH:34]=4)[CH2:19]3)[CH2:13][N:9]3[C:10]=2[C:5]([CH:6]=[CH:7][C:8]3=[O:35])=[CH:4][CH:3]=1.[Si:36]([O:43][CH2:44][CH2:45][CH:46]=O)([C:39]([CH3:42])([CH3:41])[CH3:40])([CH3:38])[CH3:37]. No catalyst specified. The product is [C:39]([Si:36]([CH3:38])([CH3:37])[O:43][CH2:44][CH2:45][CH2:46][N:15]([CH2:14][CH:12]1[C:11]2=[C:10]3[C:5](=[CH:4][CH:3]=[C:2]2[F:1])[CH:6]=[CH:7][C:8](=[O:35])[N:9]3[CH2:13]1)[CH2:16][CH2:17][C@@H:18]1[O:22][C:21](=[O:23])[N:20]([C:24]2[CH:25]=[CH:26][C:27]3[S:32][CH2:31][C:30](=[O:33])[NH:29][C:28]=3[CH:34]=2)[CH2:19]1)([CH3:42])([CH3:41])[CH3:40]. The yield is 0.870.